Dataset: Full USPTO retrosynthesis dataset with 1.9M reactions from patents (1976-2016). Task: Predict the reactants needed to synthesize the given product. (1) Given the product [F:30][C:26]1[CH:25]=[C:24]2[C:29]([C:20]([N:4]3[C:5]4[C:10](=[CH:9][CH:8]=[C:7]([C:40]5[CH:45]=[C:44]([CH3:46])[N:43]=[C:42]([NH2:47])[N:41]=5)[CH:6]=4)[C:2]([CH3:38])([CH3:1])[CH2:3]3)=[C:21]([CH3:37])[C:22]([C:31]3[CH:36]=[CH:35][CH:34]=[CH:33][N:32]=3)=[N:23]2)=[CH:28][CH:27]=1, predict the reactants needed to synthesize it. The reactants are: [CH3:1][C:2]1([CH3:38])[C:10]2[C:5](=[CH:6][C:7](B3OC(C)(C)C(C)(C)O3)=[CH:8][CH:9]=2)[N:4]([C:20]2[C:29]3[C:24](=[CH:25][C:26]([F:30])=[CH:27][CH:28]=3)[N:23]=[C:22]([C:31]3[CH:36]=[CH:35][CH:34]=[CH:33][N:32]=3)[C:21]=2[CH3:37])[CH2:3]1.Cl[C:40]1[CH:45]=[C:44]([CH3:46])[N:43]=[C:42]([NH2:47])[N:41]=1.C(=O)([O-])[O-].[Na+].[Na+]. (2) Given the product [CH3:1][CH:2]([N:9]1[C:10]2[N:11]=[CH:12][C:13]([F:38])=[CH:14][C:15]=2[C:16](=[O:17])[N:18]([C@@H:19]2[CH2:24][CH2:23][C@H:22]([NH:25][C:26]([C:28]3[N:29]=[C:30]4[CH:35]=[CH:34][C:33]([F:36])=[CH:32][N:31]4[CH:37]=3)=[O:27])[CH2:21][CH2:20]2)[C:39]1=[O:40])[CH2:3][CH2:4][CH2:5][CH:6]([CH3:7])[CH3:8], predict the reactants needed to synthesize it. The reactants are: [CH3:1][CH:2]([NH:9][C:10]1[C:15]([C:16]([NH:18][C@@H:19]2[CH2:24][CH2:23][C@H:22]([NH:25][C:26]([C:28]3[N:29]=[C:30]4[CH:35]=[CH:34][C:33]([F:36])=[CH:32][N:31]4[CH:37]=3)=[O:27])[CH2:21][CH2:20]2)=[O:17])=[CH:14][C:13]([F:38])=[CH:12][N:11]=1)[CH2:3][CH2:4][CH2:5][CH:6]([CH3:8])[CH3:7].[C:39](N1C=CN=C1)(N1C=CN=C1)=[O:40].[H-].[Na+]. (3) Given the product [Cl:6][C:7]1[N:12]=[CH:11][C:10]2[C:13]([C:21](=[O:26])[C:22]([O:24][CH3:25])=[O:23])=[N:14][N:15]([CH:16]([CH3:18])[CH3:17])[C:9]=2[CH:8]=1, predict the reactants needed to synthesize it. The reactants are: C([Mg]Br)(C)C.[Cl:6][C:7]1[N:12]=[CH:11][C:10]2[C:13](I)=[N:14][N:15]([CH:16]([CH3:18])[CH3:17])[C:9]=2[CH:8]=1.Cl[C:21](=[O:26])[C:22]([O:24][CH3:25])=[O:23]. (4) Given the product [Br:1][C:2]1[N:6]([CH3:16])[CH:5]=[C:4]([C:7]([O:9][CH2:10][CH3:11])=[O:8])[C:3]=1[CH3:12], predict the reactants needed to synthesize it. The reactants are: [Br:1][C:2]1[NH:6][CH:5]=[C:4]([C:7]([O:9][CH2:10][CH3:11])=[O:8])[C:3]=1[CH3:12].[H-].[Na+].I[CH3:16]. (5) Given the product [C:34]([C:30]1[CH:29]=[C:28]([N:6]2[C:5]3[N:25]=[CH:26][C:2]([F:1])=[CH:3][C:4]=3[CH2:9][N:8]([CH2:10][CH:11]3[CH2:16][CH2:15][N:14]([C:17]([O:19][C:20]([CH3:22])([CH3:23])[CH3:21])=[O:18])[CH2:13][CH2:12]3)[C:7]2=[O:24])[CH:33]=[CH:32][N:31]=1)#[N:35], predict the reactants needed to synthesize it. The reactants are: [F:1][C:2]1[CH:26]=[N:25][C:5]2[NH:6][C:7](=[O:24])[N:8]([CH2:10][CH:11]3[CH2:16][CH2:15][N:14]([C:17]([O:19][C:20]([CH3:23])([CH3:22])[CH3:21])=[O:18])[CH2:13][CH2:12]3)[CH2:9][C:4]=2[CH:3]=1.I[C:28]1[CH:33]=[CH:32][N:31]=[C:30]([C:34]#[N:35])[CH:29]=1. (6) Given the product [CH:1]1([C:4]2[N:5]=[C:6]3[C:11]([CH3:12])=[N:10][CH:9]=[CH:8][N:7]3[C:13]=2[CH2:14][C:15]2[CH:34]=[CH:33][C:18]3/[C:19](=[C:29](/[CH3:32])\[C:30]#[N:31])/[C:20]4[CH:27]=[CH:26][C:25]([F:28])=[CH:24][C:21]=4[O:22][CH2:23][C:17]=3[CH:16]=2)[CH2:3][CH2:2]1, predict the reactants needed to synthesize it. The reactants are: [CH:1]1([C:4]2[N:5]=[C:6]3[C:11]([CH3:12])=[N:10][CH:9]=[CH:8][N:7]3[C:13]=2[CH:14](O)[C:15]2[CH:34]=[CH:33][C:18]3/[C:19](=[C:29](/[CH3:32])\[C:30]#[N:31])/[C:20]4[CH:27]=[CH:26][C:25]([F:28])=[CH:24][C:21]=4[O:22][CH2:23][C:17]=3[CH:16]=2)[CH2:3][CH2:2]1.FC(F)(F)C(O)=O.C([SiH](CC)CC)C. (7) Given the product [Br:22][C:12]1[N:11]([C:15]([O:17][C:18]([CH3:21])([CH3:20])[CH3:19])=[O:16])[C:10]([C:7]2[S:8][CH:9]=[C:5]([CH:2]([OH:1])[CH2:3][OH:4])[N:6]=2)=[CH:14][CH:13]=1, predict the reactants needed to synthesize it. The reactants are: [OH:1][CH:2]([C:5]1[N:6]=[C:7]([C:10]2[N:11]([C:15]([O:17][C:18]([CH3:21])([CH3:20])[CH3:19])=[O:16])[CH:12]=[CH:13][CH:14]=2)[S:8][CH:9]=1)[CH2:3][OH:4].[Br:22]N1C(=O)CCC1=O.O.